The task is: Predict the product of the given reaction.. This data is from Forward reaction prediction with 1.9M reactions from USPTO patents (1976-2016). (1) The product is: [OH:31][CH2:32][CH2:33][O:34][NH:35][C:36]([C:38]1[N:46]([CH:47]2[CH2:49][CH2:48]2)[C:45]2[CH:44]=[CH:43][N:42]=[CH:41][C:40]=2[C:39]=1[NH:50][C:51]1[CH:56]=[CH:55][C:54]([S:57][CH3:58])=[CH:53][C:52]=1[F:59])=[O:37]. Given the reactants OCCONC(C1N(C2CC2)C2C=CN=CC=2C=1NC1C=CC(I)=CC=1F)=O.C([O:31][CH2:32][CH2:33][O:34][NH:35][C:36]([C:38]1[N:46]([CH:47]2[CH2:49][CH2:48]2)[C:45]2[CH:44]=[CH:43][N:42]=[CH:41][C:40]=2[C:39]=1[NH:50][C:51]1[CH:56]=[CH:55][C:54]([S:57][CH3:58])=[CH:53][C:52]=1[F:59])=[O:37])=C, predict the reaction product. (2) Given the reactants O1CCCC1.[Si]([O:23][CH2:24][CH2:25][C@H:26]([O:28][C:29]1[CH:34]=[CH:33][CH:32]=[CH:31][C:30]=1[C:35]1[CH:40]=[CH:39][C:38]([C:41]([N:43]2[CH2:48][CH2:47][CH:46]([N:49]3[C:58]4[C:53](=[N:54][CH:55]=[C:56]([Cl:59])[CH:57]=4)[CH2:52][C:51]([CH3:61])([CH3:60])[C:50]3=[O:62])[CH2:45][CH2:44]2)=[O:42])=[C:37]([F:63])[CH:36]=1)[CH3:27])(C(C)(C)C)(C1C=CC=CC=1)C1C=CC=CC=1.[F-].C([N+](CCCC)(CCCC)CCCC)CCC, predict the reaction product. The product is: [Cl:59][C:56]1[CH:57]=[C:58]2[C:53]([CH2:52][C:51]([CH3:60])([CH3:61])[C:50](=[O:62])[N:49]2[CH:46]2[CH2:45][CH2:44][N:43]([C:41]([C:38]3[CH:39]=[CH:40][C:35]([C:30]4[CH:31]=[CH:32][CH:33]=[CH:34][C:29]=4[O:28][C@H:26]([CH3:27])[CH2:25][CH2:24][OH:23])=[CH:36][C:37]=3[F:63])=[O:42])[CH2:48][CH2:47]2)=[N:54][CH:55]=1. (3) Given the reactants [C:1](#[N:5])[CH2:2][C:3]#[N:4].[OH-].[Na+].O.O=[C:10]([C:23]1[CH:28]=[CH:27][C:26]([CH3:29])=[CH:25][CH:24]=1)[CH2:11][N:12]1C(=O)C2C(=CC=CC=2)C1=O, predict the reaction product. The product is: [NH2:4][C:3]1[NH:12][CH:11]=[C:10]([C:23]2[CH:28]=[CH:27][C:26]([CH3:29])=[CH:25][CH:24]=2)[C:2]=1[C:1]#[N:5]. (4) The product is: [ClH:1].[NH2:16][C:13]1[CH:12]=[CH:11][C:10]([NH:9][C:7]2[CH:6]=[C:5]([CH3:20])[N:4]=[C:3]([NH2:2])[N:8]=2)=[CH:15][CH:14]=1. Given the reactants [ClH:1].[NH2:2][C:3]1[N:8]=[C:7]([NH:9][C:10]2[CH:15]=[CH:14][C:13]([NH:16]C(=O)C)=[CH:12][CH:11]=2)[CH:6]=[C:5]([CH3:20])[N:4]=1, predict the reaction product. (5) The product is: [Cl:1][C:2]1[CH:3]=[CH:4][C:5]2[N:11]3[C:12]([C:15]([F:18])([F:17])[F:16])=[N:13][N:14]=[C:10]3[C@@H:9]([CH2:19][C:20]([N:33]3[CH2:38][CH2:37][CH:36]([CH2:39][C:40]([O:42][C:43]([CH3:46])([CH3:45])[CH3:44])=[O:41])[CH2:35][CH2:34]3)=[O:22])[O:8][C@H:7]([C:23]3[CH:28]=[CH:27][CH:26]=[C:25]([O:29][CH3:30])[C:24]=3[Cl:31])[C:6]=2[CH:32]=1. Given the reactants [Cl:1][C:2]1[CH:3]=[CH:4][C:5]2[N:11]3[C:12]([C:15]([F:18])([F:17])[F:16])=[N:13][N:14]=[C:10]3[C@@H:9]([CH2:19][C:20]([OH:22])=O)[O:8][C@H:7]([C:23]3[CH:28]=[CH:27][CH:26]=[C:25]([O:29][CH3:30])[C:24]=3[Cl:31])[C:6]=2[CH:32]=1.[NH:33]1[CH2:38][CH2:37][CH:36]([CH2:39][C:40]([O:42][C:43]([CH3:46])([CH3:45])[CH3:44])=[O:41])[CH2:35][CH2:34]1.Cl.C(N=C=NCCCN(C)C)C.O.ON1C2C=CC=CC=2N=N1.C(=O)([O-])O.[Na+], predict the reaction product. (6) The product is: [Cl:1][C:2]1[CH:3]=[C:4]2[C:8](=[CH:9][CH:10]=1)[NH:7][CH:6]=[C:5]2[S:11][C:12]1[CH:17]=[CH:16][CH:15]=[CH:14][CH:13]=1.[Cl:1][C:30]1[CH:31]=[C:32]2[C:27](=[CH:28][CH:29]=1)[NH:26][C:25]([S:24][C:18]1[CH:23]=[CH:22][CH:21]=[CH:20][CH:19]=1)=[CH:33]2. Given the reactants [Cl:1][C:2]1[CH:3]=[C:4]2[C:8](=[CH:9][CH:10]=1)[NH:7][CH:6]=[C:5]2[S:11][C:12]1[CH:17]=[CH:16][CH:15]=[CH:14][CH:13]=1.[C:18]1([S:24][C:25]2[NH:26][C:27]3[C:32]([CH:33]=2)=[CH:31][CH:30]=[CH:29][CH:28]=3)[CH:23]=[CH:22][CH:21]=[CH:20][CH:19]=1, predict the reaction product. (7) Given the reactants [F:1][C:2]1[CH:7]=[CH:6][C:5]([C:8]2[C:16]3[C:11](=[CH:12][CH:13]=C(C#N)[CH:15]=3)[NH:10][N:9]=2)=[CH:4][CH:3]=1.S(=O)(=O)(O)O.[C:24]([OH:27])(=[O:26])[CH3:25], predict the reaction product. The product is: [F:1][C:2]1[CH:3]=[CH:4][C:5]([C:8]2[C:16]3[C:11](=[CH:12][CH:13]=[C:25]([C:24]([OH:27])=[O:26])[CH:15]=3)[NH:10][N:9]=2)=[CH:6][CH:7]=1. (8) Given the reactants COC1C=CC(C[N:8](CC2C=CC(OC)=CC=2)[C:9]2[N:14]=[C:13]([C:15]3[C:16]([NH:32][C:33]4[CH:34]=[N:35][C:36]([O:39][CH3:40])=[CH:37][CH:38]=4)=[N:17][CH:18]=[C:19]([CH2:21][C:22]4[CH:27]=[CH:26][C:25]([S:28]([CH3:31])(=[O:30])=[O:29])=[CH:24][CH:23]=4)[CH:20]=3)[N:12]=[C:11]([CH3:41])[N:10]=2)=CC=1.FC(F)(F)C(O)=O, predict the reaction product. The product is: [CH3:40][O:39][C:36]1[N:35]=[CH:34][C:33]([NH:32][C:16]2[C:15]([C:13]3[N:12]=[C:11]([CH3:41])[N:10]=[C:9]([NH2:8])[N:14]=3)=[CH:20][C:19]([CH2:21][C:22]3[CH:27]=[CH:26][C:25]([S:28]([CH3:31])(=[O:30])=[O:29])=[CH:24][CH:23]=3)=[CH:18][N:17]=2)=[CH:38][CH:37]=1. (9) Given the reactants S([O-])([O-])(=O)=O.[Mg+2].OS(O)(=O)=O.[I:12][C:13]1[CH:17]=[C:16]([C:18]2[CH:23]=[CH:22][CH:21]=[CH:20][CH:19]=2)[S:15][C:14]=1[C:24]([OH:26])=[O:25].[C:27](O)([CH3:30])([CH3:29])[CH3:28].C(=O)(O)[O-], predict the reaction product. The product is: [C:27]([O:25][C:24]([C:14]1[S:15][C:16]([C:18]2[CH:23]=[CH:22][CH:21]=[CH:20][CH:19]=2)=[CH:17][C:13]=1[I:12])=[O:26])([CH3:30])([CH3:29])[CH3:28]. (10) Given the reactants [BH4-].[Na+].[C:3]([C:6]1[N:11]=[C:10]([C:12]([NH:14][CH2:15][C:16]2[CH:21]=[CH:20][C:19]([F:22])=[CH:18][CH:17]=2)=[O:13])[C:9]([O:23][CH2:24][C:25]2[CH:30]=[CH:29][CH:28]=[CH:27][CH:26]=2)=[C:8]([O:31][CH2:32][C:33]2[CH:38]=[CH:37][CH:36]=[CH:35][CH:34]=2)[CH:7]=1)(=[O:5])[CH3:4], predict the reaction product. The product is: [CH2:24]([O:23][C:9]1[C:10]([C:12]([NH:14][CH2:15][C:16]2[CH:21]=[CH:20][C:19]([F:22])=[CH:18][CH:17]=2)=[O:13])=[N:11][C:6]([CH:3]([OH:5])[CH3:4])=[CH:7][C:8]=1[O:31][CH2:32][C:33]1[CH:38]=[CH:37][CH:36]=[CH:35][CH:34]=1)[C:25]1[CH:26]=[CH:27][CH:28]=[CH:29][CH:30]=1.